Task: Predict the reaction yield, written as a fraction of the theoretical maximum amount of product (1.0 means a 100% yield; for example, 0.34 means a 34% yield).. Dataset: Reaction yield outcomes from USPTO patents with 853,638 reactions (1) The reactants are [CH3:1][N:2]([CH3:20])[C:3]1[S:4][C@H:5]2[O:11][C@H:10]([C@@H:12]([OH:17])[C:13]([F:16])([F:15])[F:14])[C@@H:9]([OH:18])[C@H:8]([OH:19])[C@H:6]2[N:7]=1.[Li+].[CH3:22][Si]([N-][Si](C)(C)C)(C)C.CI. The catalyst is CN(C=O)C. The product is [CH3:1][N:2]([CH3:20])[C:3]1[S:4][C@H:5]2[O:11][C@H:10]([C@@H:12]([O:17][CH3:22])[C:13]([F:16])([F:14])[F:15])[C@@H:9]([OH:18])[C@H:8]([OH:19])[C@H:6]2[N:7]=1. The yield is 0.450. (2) The reactants are [Br:1][C:2]1[CH:7]=[CH:6][C:5](Br)=[CH:4][N:3]=1.C([Li])CCC.CN(C)[CH:16]=[O:17]. The catalyst is C(OCC)C. The product is [Br:1][C:2]1[N:3]=[CH:4][C:5]([CH:16]=[O:17])=[CH:6][CH:7]=1. The yield is 0.410. (3) The catalyst is C(#N)C. The product is [CH2:9]([O:11][C:12]([C:14]1[C:18]([CH3:19])=[C:17]([C:20]2[Se:21][C:22]([Br:8])=[CH:23][CH:24]=2)[N:16]([C:25]2[CH:30]=[CH:29][C:28]([Cl:31])=[CH:27][C:26]=2[Cl:32])[N:15]=1)=[O:13])[CH3:10]. The yield is 0.920. The reactants are C1C(=O)N([Br:8])C(=O)C1.[CH2:9]([O:11][C:12]([C:14]1[C:18]([CH3:19])=[C:17]([C:20]2[Se:21][CH:22]=[CH:23][CH:24]=2)[N:16]([C:25]2[CH:30]=[CH:29][C:28]([Cl:31])=[CH:27][C:26]=2[Cl:32])[N:15]=1)=[O:13])[CH3:10]. (4) The reactants are [C:1]([C:3]1[CH:4]=[C:5]2[C:10](=[CH:11][CH:12]=1)[CH2:9][CH:8]([NH:13][C:14]([C:16]1[CH:21]=[CH:20][C:19]([C:22]3[CH:27]=[CH:26][C:25]([F:28])=[CH:24][CH:23]=3)=[CH:18][CH:17]=1)=[O:15])[CH2:7][CH2:6]2)#[N:2].[NH4+].[OH-]. The catalyst is CN(C=O)C.[Ni]. The product is [NH2:2][CH2:1][C:3]1[CH:4]=[C:5]2[C:10](=[CH:11][CH:12]=1)[CH2:9][CH:8]([NH:13][C:14]([C:16]1[CH:21]=[CH:20][C:19]([C:22]3[CH:23]=[CH:24][C:25]([F:28])=[CH:26][CH:27]=3)=[CH:18][CH:17]=1)=[O:15])[CH2:7][CH2:6]2. The yield is 0.940.